From a dataset of Catalyst prediction with 721,799 reactions and 888 catalyst types from USPTO. Predict which catalyst facilitates the given reaction. (1) Reactant: [Cl:1]C(OC(Cl)=O)C.C([N:15]1[CH2:20][CH2:19][C@H:18]([C:21]2[CH:26]=[CH:25][C:24]([Br:27])=[CH:23][CH:22]=2)[C@@H:17]([CH3:28])[CH2:16]1)C1C=CC=CC=1.C(=O)(O)[O-].[K+]. Product: [ClH:1].[Br:27][C:24]1[CH:25]=[CH:26][C:21]([C@H:18]2[CH2:19][CH2:20][NH:15][CH2:16][C@@H:17]2[CH3:28])=[CH:22][CH:23]=1. The catalyst class is: 2. (2) Reactant: Cl[C:2]1[N:6]=[C:5]([N:7]2[CH2:12][CH2:11][CH:10]([N:13]([CH:27]3[CH2:29][CH2:28]3)[C:14](=[O:26])[C:15]3[CH:20]=[CH:19][C:18]([C:21]4[O:25][CH:24]=[N:23][CH:22]=4)=[CH:17][CH:16]=3)[CH2:9][CH2:8]2)[S:4][N:3]=1.[CH:30]([OH:33])([CH3:32])[CH3:31].C(=O)([O-])[O-].[Cs+].[Cs+]. Product: [CH:27]1([N:13]([CH:10]2[CH2:11][CH2:12][N:7]([C:5]3[S:4][N:3]=[C:2]([O:33][CH:30]([CH3:32])[CH3:31])[N:6]=3)[CH2:8][CH2:9]2)[C:14](=[O:26])[C:15]2[CH:20]=[CH:19][C:18]([C:21]3[O:25][CH:24]=[N:23][CH:22]=3)=[CH:17][CH:16]=2)[CH2:29][CH2:28]1. The catalyst class is: 60. (3) Reactant: Cl[CH2:2][C@@H:3]([OH:13])[CH2:4][O:5][C:6]1[CH:11]=[CH:10][C:9]([F:12])=[CH:8][CH:7]=1.[N-:14]=[N+:15]=[N-:16].[Na+].CS(C)=O. Product: [N:14]([CH2:2][C@@H:3]([OH:13])[CH2:4][O:5][C:6]1[CH:11]=[CH:10][C:9]([F:12])=[CH:8][CH:7]=1)=[N+:15]=[N-:16]. The catalyst class is: 6. (4) Reactant: Cl[C:2]1[C:7]([CH3:8])=[C:6]([C:9]2[N:13]([CH2:14][CH2:15][C:16]([N:18]([CH3:20])[CH3:19])=[O:17])[N:12]=[C:11]([NH:21][C:22]3[CH:27]=[C:26]([C:28]([F:31])([F:30])[F:29])[CH:25]=[C:24]([F:32])[CH:23]=3)[CH:10]=2)[CH:5]=[CH:4][N:3]=1.CCN(CC)CC.S1C=CC=C1. Product: [F:32][C:24]1[CH:23]=[C:22]([NH:21][C:11]2[CH:10]=[C:9]([C:6]3[CH:5]=[CH:4][N:3]=[CH:2][C:7]=3[CH3:8])[N:13]([CH2:14][CH2:15][C:16]([N:18]([CH3:20])[CH3:19])=[O:17])[N:12]=2)[CH:27]=[C:26]([C:28]([F:29])([F:31])[F:30])[CH:25]=1. The catalyst class is: 446.